From a dataset of Reaction yield outcomes from USPTO patents with 853,638 reactions. Predict the reaction yield, written as a fraction of the theoretical maximum amount of product (1.0 means a 100% yield; for example, 0.34 means a 34% yield). (1) The reactants are [O:1]1[C:6]2([CH2:11][CH2:10][NH:9][CH2:8][CH2:7]2)[CH2:5][N:4]([CH2:12][CH2:13][O:14][C:15]2[CH:16]=[C:17]([CH2:21][C:22]([O:24][CH3:25])=[O:23])[CH:18]=[CH:19][CH:20]=2)[CH2:3][CH2:2]1.C(=O)([O-])[O-].[K+].[K+].[NH2:32][C:33]1[N:41]=[C:40]([O:42][CH2:43][CH2:44][O:45][CH3:46])[N:39]=[C:38]2[C:34]=1[NH:35][C:36](=[O:56])[N:37]2[CH2:47][C:48]1[CH:53]=[CH:52][C:51]([CH2:54]Cl)=[CH:50][CH:49]=1.O. The catalyst is CN(C)C=O. The product is [NH2:32][C:33]1[N:41]=[C:40]([O:42][CH2:43][CH2:44][O:45][CH3:46])[N:39]=[C:38]2[C:34]=1[NH:35][C:36](=[O:56])[N:37]2[CH2:47][C:48]1[CH:49]=[CH:50][C:51]([CH2:54][N:9]2[CH2:8][CH2:7][C:6]3([O:1][CH2:2][CH2:3][N:4]([CH2:12][CH2:13][O:14][C:15]4[CH:16]=[C:17]([CH2:21][C:22]([O:24][CH3:25])=[O:23])[CH:18]=[CH:19][CH:20]=4)[CH2:5]3)[CH2:11][CH2:10]2)=[CH:52][CH:53]=1. The yield is 0.410. (2) The reactants are O(S(C(F)(F)F)(=O)=O)S(C(F)(F)F)(=O)=O.[CH2:16]([O:23][N:24]1[C:30](=[O:31])[N:29]2[CH2:32][C@H:25]1[CH2:26][CH2:27][C@H:28]2[C:33]([NH:35][NH:36][C:37](=[O:49])[CH2:38][CH2:39][N:40]([CH3:48])[C:41](=[O:47])[O:42][C:43]([CH3:46])([CH3:45])[CH3:44])=O)[C:17]1[CH:22]=[CH:21][CH:20]=[CH:19][CH:18]=1.N1C=CC=CC=1.C([O-])(O)=O.[Na+]. The catalyst is C(Cl)Cl. The product is [CH2:16]([O:23][N:24]1[C:30](=[O:31])[N:29]2[CH2:32][C@H:25]1[CH2:26][CH2:27][C@H:28]2[C:33]1[O:49][C:37]([CH2:38][CH2:39][N:40]([CH3:48])[C:41](=[O:47])[O:42][C:43]([CH3:44])([CH3:45])[CH3:46])=[N:36][N:35]=1)[C:17]1[CH:22]=[CH:21][CH:20]=[CH:19][CH:18]=1. The yield is 0.510. (3) The reactants are [OH:1][CH2:2][CH2:3][CH2:4][CH2:5][CH2:6][CH2:7][CH2:8][CH2:9][C:10](=[C:16]([CH2:22][CH2:23][CH2:24][CH2:25][CH2:26][CH2:27][CH2:28][CH2:29][OH:30])[CH2:17][C:18]([O:20][CH3:21])=[O:19])[CH2:11][C:12]([O:14][CH3:15])=[O:13].CCN(CC)CC.[CH3:38][S:39](Cl)(=[O:41])=[O:40]. The catalyst is CN(C1C=CN=CC=1)C.C(Cl)Cl. The product is [CH3:38][S:39]([O:30][CH2:29][CH2:28][CH2:27][CH2:26][CH2:25][CH2:24][CH2:23][CH2:22][C:16](=[C:10]([CH2:9][CH2:8][CH2:7][CH2:6][CH2:5][CH2:4][CH2:3][CH2:2][O:1][S:39]([CH3:38])(=[O:41])=[O:40])[CH2:11][C:12]([O:14][CH3:15])=[O:13])[CH2:17][C:18]([O:20][CH3:21])=[O:19])(=[O:41])=[O:40]. The yield is 0.820. (4) The reactants are [Cl:1][C:2]1[N:7]=[C:6]([NH:8][CH:9]2[CH2:13][CH2:12][CH2:11][CH2:10]2)[C:5]([C:14]#[C:15][CH:16]([O:20][CH2:21][CH3:22])[O:17][CH2:18][CH3:19])=[CH:4][N:3]=1.[F-].C([N+](CCCC)(CCCC)CCCC)CCC. The catalyst is C1COCC1. The product is [Cl:1][C:2]1[N:3]=[CH:4][C:5]2[CH:14]=[C:15]([CH:16]([O:20][CH2:21][CH3:22])[O:17][CH2:18][CH3:19])[N:8]([CH:9]3[CH2:13][CH2:12][CH2:11][CH2:10]3)[C:6]=2[N:7]=1. The yield is 0.820. (5) The reactants are Cl[C:2]([O:5][C:6](Cl)=[O:7])(Cl)Cl.[F:9][C:10]1C=[CH:14][CH:13]=[CH:12][C:11]=1O.N1C2C(=CC=CC=2)C=CC=1.[F:27][C:28]1[CH:61]=[C:60]([F:62])[C:59]([F:63])=[CH:58][C:29]=1[CH2:30][O:31][CH2:32][C@@H:33]1[CH2:37][C@@H:36]([S:38][C:39]([C:52]2[CH:57]=[CH:56][CH:55]=[CH:54][CH:53]=2)([C:46]2[CH:51]=[CH:50][CH:49]=[CH:48][CH:47]=2)[C:40]2[CH:45]=[CH:44][CH:43]=[CH:42][CH:41]=2)[CH2:35][NH:34]1.N1C=CC=CC=1. The catalyst is C(Cl)Cl.CN(C1C=CN=CC=1)C. The product is [F:9][C:10]1[CH:11]=[CH:12][CH:13]=[CH:14][C:2]=1[O:5][C:6]([N:34]1[CH2:35][C@H:36]([S:38][C:39]([C:46]2[CH:51]=[CH:50][CH:49]=[CH:48][CH:47]=2)([C:40]2[CH:41]=[CH:42][CH:43]=[CH:44][CH:45]=2)[C:52]2[CH:53]=[CH:54][CH:55]=[CH:56][CH:57]=2)[CH2:37][C@H:33]1[CH2:32][O:31][CH2:30][C:29]1[CH:58]=[C:59]([F:63])[C:60]([F:62])=[CH:61][C:28]=1[F:27])=[O:7]. The yield is 0.600. (6) The reactants are [F:1][C:2]1([F:53])[C:6]([F:8])([F:7])[C:5]([F:10])([F:9])[C:4]([C:11]2[C:15]3[CH:16]=[CH:17][C:18]([O:20]C)=[CH:19][C:14]=3[O:13][C:12]=2[C:22]2[CH:27]=[CH:26][C:25]([C:28]([CH3:31])([CH3:30])[CH3:29])=[CH:24][CH:23]=2)=[C:3]1[C:32]1[C:36]2[CH:37]=[CH:38][C:39]([O:41]C)=[CH:40][C:35]=2[O:34][C:33]=1[C:43]1[CH:48]=[CH:47][C:46]([C:49]([CH3:52])([CH3:51])[CH3:50])=[CH:45][CH:44]=1.BrB(Br)Br. The catalyst is ClCCl. The product is [F:10][C:5]1([F:9])[C:6]([F:8])([F:7])[C:2]([F:1])([F:53])[C:3]([C:32]2[C:36]3[CH:37]=[CH:38][C:39]([OH:41])=[CH:40][C:35]=3[O:34][C:33]=2[C:43]2[CH:44]=[CH:45][C:46]([C:49]([CH3:52])([CH3:51])[CH3:50])=[CH:47][CH:48]=2)=[C:4]1[C:11]1[C:15]2[CH:16]=[CH:17][C:18]([OH:20])=[CH:19][C:14]=2[O:13][C:12]=1[C:22]1[CH:23]=[CH:24][C:25]([C:28]([CH3:31])([CH3:30])[CH3:29])=[CH:26][CH:27]=1. The yield is 1.00. (7) The reactants are [OH:1][C@@H:2]1[CH2:7][CH2:6][CH2:5][CH2:4][C@H:3]1[NH:8][C:9]1[S:10][C:11]2[CH:17]=[C:16]([CH2:18][N:19]3[C:23]4=[N:24][CH:25]=[C:26]([C:28](O)=[O:29])[CH:27]=[C:22]4[N:21]=[CH:20]3)[CH:15]=[CH:14][C:12]=2[N:13]=1.CN.F[P-](F)(F)(F)(F)F.[N:40]1(O[P+](N(C)C)(N(C)C)N(C)C)[C:44]2C=CC=CC=2N=N1. The catalyst is C1COCC1. The product is [OH:1][C@@H:2]1[CH2:7][CH2:6][CH2:5][CH2:4][C@H:3]1[NH:8][C:9]1[S:10][C:11]2[CH:17]=[C:16]([CH2:18][N:19]3[C:23]4=[N:24][CH:25]=[C:26]([C:28]([NH:40][CH3:44])=[O:29])[CH:27]=[C:22]4[N:21]=[CH:20]3)[CH:15]=[CH:14][C:12]=2[N:13]=1. The yield is 0.360.